From a dataset of Reaction yield outcomes from USPTO patents with 853,638 reactions. Predict the reaction yield, written as a fraction of the theoretical maximum amount of product (1.0 means a 100% yield; for example, 0.34 means a 34% yield). (1) The reactants are [N-:1]=[C:2]=[S:3].[Na+].N1C=CC=CC=1.CS(O[N:16]=[C:17](Cl)[C@H:18]1[CH2:22][O:21][C:20]2([CH2:27][CH2:26][CH2:25][CH2:24][CH2:23]2)[O:19]1)(=O)=O.[CH2:29]([N:31]1[C:35]([O:36][C:37]2[C:38]([NH2:50])=[N:39][CH:40]=[C:41]([S:43][C:44]3[CH:49]=[CH:48][CH:47]=[CH:46][N:45]=3)[CH:42]=2)=[CH:34][CH:33]=[N:32]1)[CH3:30]. The catalyst is CCOC(C)=O.[OH-].[Na+]. The product is [CH2:29]([N:31]1[C:35]([O:36][C:37]2[C:38]([NH:50][C:2]3[S:3][N:16]=[C:17]([C@H:18]4[CH2:22][O:21][C:20]5([CH2:23][CH2:24][CH2:25][CH2:26][CH2:27]5)[O:19]4)[N:1]=3)=[N:39][CH:40]=[C:41]([S:43][C:44]3[CH:49]=[CH:48][CH:47]=[CH:46][N:45]=3)[CH:42]=2)=[CH:34][CH:33]=[N:32]1)[CH3:30]. The yield is 0.645. (2) The reactants are [F:1][C:2]([F:41])([F:40])[C:3]1[CH:4]=[C:5]([C:13]([CH3:39])([CH3:38])[C:14]([N:16]([C:18]2[C:19]([C:30]3[CH:35]=[CH:34][C:33]([F:36])=[CH:32][C:31]=3[CH3:37])=[CH:20][C:21]([C:24]3[CH2:25][CH2:26][NH:27][CH2:28][CH:29]=3)=[N:22][CH:23]=2)[CH3:17])=[O:15])[CH:6]=[C:7]([C:9]([F:12])([F:11])[F:10])[CH:8]=1.C(N(CC)CC)C.[CH3:49][S:50](Cl)(=[O:52])=[O:51]. The catalyst is ClCCl. The product is [F:41][C:2]([F:1])([F:40])[C:3]1[CH:4]=[C:5]([C:13]([CH3:38])([CH3:39])[C:14]([N:16]([C:18]2[C:19]([C:30]3[CH:35]=[CH:34][C:33]([F:36])=[CH:32][C:31]=3[CH3:37])=[CH:20][C:21]([C:24]3[CH2:25][CH2:26][N:27]([S:50]([CH3:49])(=[O:52])=[O:51])[CH2:28][CH:29]=3)=[N:22][CH:23]=2)[CH3:17])=[O:15])[CH:6]=[C:7]([C:9]([F:12])([F:10])[F:11])[CH:8]=1. The yield is 0.680. (3) The reactants are [CH:1]1([C:4]2[N:9]=[C:8]([CH:10]=[O:11])[CH:7]=[CH:6][CH:5]=2)[CH2:3][CH2:2]1.[BH4-].[Na+]. The catalyst is CO. The product is [CH:1]1([C:4]2[N:9]=[C:8]([CH2:10][OH:11])[CH:7]=[CH:6][CH:5]=2)[CH2:3][CH2:2]1. The yield is 0.620. (4) The reactants are Cl[C:2]1[C:7]2[N:8]=[CH:9][N:10]([CH3:11])[C:6]=2[C:5]([C:12]([O:14][CH2:15][CH3:16])=[O:13])=[CH:4][N:3]=1.[Cl:17][C:18]1[CH:19]=[C:20]([CH:22]=[CH:23][CH:24]=1)[NH2:21].CS(O)(=O)=O. The catalyst is O1CCOCC1. The product is [Cl:17][C:18]1[CH:19]=[C:20]([NH:21][C:2]2[C:7]3[N:8]=[CH:9][N:10]([CH3:11])[C:6]=3[C:5]([C:12]([O:14][CH2:15][CH3:16])=[O:13])=[CH:4][N:3]=2)[CH:22]=[CH:23][CH:24]=1. The yield is 0.860. (5) The reactants are CC([O-])(C)C.[K+].[Cl:7][C:8]1[CH:9]=[CH:10][C:11]([N+:17]([O-:19])=[O:18])=[C:12]([CH:16]=1)[C:13]([OH:15])=[O:14].CO[NH2:22].Cl. The catalyst is CN(C=O)C.CC([O-])=O.CC([O-])=O.[Cu+2]. The product is [NH2:22][C:10]1[C:11]([N+:17]([O-:19])=[O:18])=[C:12]([CH:16]=[C:8]([Cl:7])[CH:9]=1)[C:13]([OH:15])=[O:14]. The yield is 1.00.